Predict the reactants needed to synthesize the given product. From a dataset of Full USPTO retrosynthesis dataset with 1.9M reactions from patents (1976-2016). (1) Given the product [NH2:18][C:14]1[CH:13]=[C:12]([CH:17]=[CH:16][CH:15]=1)[CH2:11][S:9][C:3]1[CH:4]=[CH:5][C:6]([Cl:8])=[CH:7][C:2]=1[NH:1][S:28]([C:25]1[CH:26]=[CH:27][C:22]([Cl:21])=[CH:23][CH:24]=1)(=[O:30])=[O:29], predict the reactants needed to synthesize it. The reactants are: [NH2:1][C:2]1[CH:7]=[C:6]([Cl:8])[CH:5]=[CH:4][C:3]=1[SH:9].Br[CH2:11][C:12]1[CH:17]=[CH:16][CH:15]=[C:14]([N+:18]([O-])=O)[CH:13]=1.[Cl:21][C:22]1[CH:27]=[CH:26][C:25]([S:28](Cl)(=[O:30])=[O:29])=[CH:24][CH:23]=1. (2) Given the product [CH3:1][O:2][C:3]([C@H:5]1[CH2:10][CH2:9][C@H:8]([CH2:11][OH:12])[CH2:7][CH2:6]1)=[O:4], predict the reactants needed to synthesize it. The reactants are: [CH3:1][O:2][C:3]([C@H:5]1[CH2:10][CH2:9][C@H:8]([C:11](O)=[O:12])[CH2:7][CH2:6]1)=[O:4].CO. (3) Given the product [CH3:25][CH:24]([CH3:26])[C@@H:16]([NH:15][CH2:27][C:29]1[CH:34]=[CH:33][N:32]=[C:31]2[N:35]([C:42]([O:44][C:45]([CH3:48])([CH3:47])[CH3:46])=[O:43])[CH:36]=[C:37]([C:38]([O:40][CH3:41])=[O:39])[C:30]=12)[C:17](=[O:18])[N:19]1[CH2:23][CH2:22][CH2:21][CH2:20]1, predict the reactants needed to synthesize it. The reactants are: C(O[BH-](OC(=O)C)OC(=O)C)(=O)C.[Na+].[NH2:15][C@H:16]([CH:24]([CH3:26])[CH3:25])[C:17]([N:19]1[CH2:23][CH2:22][CH2:21][CH2:20]1)=[O:18].[CH:27]([C:29]1[CH:34]=[CH:33][N:32]=[C:31]2[N:35]([C:42]([O:44][C:45]([CH3:48])([CH3:47])[CH3:46])=[O:43])[CH:36]=[C:37]([C:38]([O:40][CH3:41])=[O:39])[C:30]=12)=O.